This data is from Catalyst prediction with 721,799 reactions and 888 catalyst types from USPTO. The task is: Predict which catalyst facilitates the given reaction. (1) Reactant: [CH3:1][O:2][C:3]1[CH:8]=[CH:7][C:6]([C:9]2[O:13][N:12]=[CH:11][C:10]=2[C:14]([OH:16])=O)=[CH:5][CH:4]=1.[C:17]1([CH:23]2[CH2:27][CH2:26][NH:25][CH2:24]2)[CH:22]=[CH:21][CH:20]=[CH:19][CH:18]=1.F[B-](F)(F)F.N1(OC(N(C)C)=[N+](C)C)C2C=CC=CC=2N=N1.C(N(C(C)C)CC)(C)C. Product: [CH3:1][O:2][C:3]1[CH:4]=[CH:5][C:6]([C:9]2[O:13][N:12]=[CH:11][C:10]=2[C:14]([N:25]2[CH2:26][CH2:27][CH:23]([C:17]3[CH:22]=[CH:21][CH:20]=[CH:19][CH:18]=3)[CH2:24]2)=[O:16])=[CH:7][CH:8]=1. The catalyst class is: 9. (2) Reactant: [Cl:1][C:2]1[CH:3]=[C:4]2[C:14](=[CH:15][CH:16]=1)[C:8]1([CH2:13][CH2:12][O:11][CH2:10][CH2:9]1)[C:7]([OH:17])=[C:6]([C:18](=[O:24])[CH:19]([CH3:23])[CH2:20][CH:21]=[O:22])[C:5]2=[O:25].[OH:26]OS([O-])=O.[K+]. Product: [Cl:1][C:2]1[CH:3]=[C:4]2[C:14](=[CH:15][CH:16]=1)[C:8]1([CH2:13][CH2:12][O:11][CH2:10][CH2:9]1)[C:7]([OH:17])=[C:6]([C:18](=[O:24])[CH:19]([CH3:23])[CH2:20][C:21]([OH:26])=[O:22])[C:5]2=[O:25]. The catalyst class is: 3.